From a dataset of Reaction yield outcomes from USPTO patents with 853,638 reactions. Predict the reaction yield, written as a fraction of the theoretical maximum amount of product (1.0 means a 100% yield; for example, 0.34 means a 34% yield). (1) The reactants are [F:1][C:2]1([F:9])[CH2:5][CH:4](CC#N)[CH2:3]1.[Li+].CC([N-][CH:15]([CH3:17])[CH3:16])C.CI.[NH4+:20].[Cl-].[CH2:22]1COCC1. No catalyst specified. The product is [F:1][C:2]1([F:9])[CH2:5][CH:4]([C:15]([CH3:16])([CH3:17])[C:22]#[N:20])[CH2:3]1. The yield is 0.410. (2) The reactants are [C:1]([C:5]1[CH:9]=[C:8]([NH2:10])[N:7]([C:11]2[C:12]([CH3:17])=[N:13][CH:14]=[CH:15][CH:16]=2)[N:6]=1)([CH3:4])([CH3:3])[CH3:2].Cl[C:19]([O:21][C:22]1[CH:27]=[CH:26][CH:25]=[CH:24][CH:23]=1)=[O:20]. No catalyst specified. The product is [C:1]([C:5]1[CH:9]=[C:8]([NH:10][C:19](=[O:20])[O:21][C:22]2[CH:27]=[CH:26][CH:25]=[CH:24][CH:23]=2)[N:7]([C:11]2[C:12]([CH3:17])=[N:13][CH:14]=[CH:15][CH:16]=2)[N:6]=1)([CH3:4])([CH3:3])[CH3:2]. The yield is 0.700. (3) The yield is 0.660. The reactants are C([Li])CCC.Br[C:7]1[CH:21]=[CH:20][C:10]([CH2:11][NH:12][C:13]([O:15][C:16]([CH3:19])([CH3:18])[CH3:17])=[O:14])=[C:9]([Cl:22])[CH:8]=1.[CH3:23][C:24]([CH3:29])([CH3:28])[CH2:25][CH:26]=[O:27]. The catalyst is C(OCC)C. The product is [C:16]([O:15][C:13]([NH:12][CH2:11][C:10]1[CH:20]=[CH:21][C:7]([CH:26]([OH:27])[CH2:25][C:24]([CH3:29])([CH3:28])[CH3:23])=[CH:8][C:9]=1[Cl:22])=[O:14])([CH3:19])([CH3:18])[CH3:17]. (4) The reactants are [Br:1][C:2]1[CH:3]=[C:4]([F:17])[C:5]2[O:10][CH2:9][C:8](=[O:11])[N:7]([CH2:12][CH2:13][CH2:14]Cl)[C:6]=2[CH:16]=1.C([O-])([O-])=O.[K+].[K+].[Na+].[I-].[CH2:26]([CH:30]1[CH2:35][CH2:34][NH:33][CH2:32][CH2:31]1)[CH2:27][CH2:28][CH3:29]. The catalyst is C(Cl)Cl.CO. The product is [Br:1][C:2]1[CH:3]=[C:4]([F:17])[C:5]2[O:10][CH2:9][C:8](=[O:11])[N:7]([CH2:12][CH2:13][CH2:14][N:33]3[CH2:34][CH2:35][CH:30]([CH2:26][CH2:27][CH2:28][CH3:29])[CH2:31][CH2:32]3)[C:6]=2[CH:16]=1. The yield is 0.350. (5) The reactants are [N+:1]([C:4]1[CH:5]=[C:6]([CH2:10][C:11]#[N:12])[CH:7]=[CH:8][CH:9]=1)([O-])=O.[OH-].[Na+]. The catalyst is C(O)(=O)C.O.[Fe]. The product is [NH2:1][C:4]1[CH:5]=[C:6]([CH2:10][C:11]#[N:12])[CH:7]=[CH:8][CH:9]=1. The yield is 0.510.